This data is from Peptide-MHC class I binding affinity with 185,985 pairs from IEDB/IMGT. The task is: Regression. Given a peptide amino acid sequence and an MHC pseudo amino acid sequence, predict their binding affinity value. This is MHC class I binding data. The peptide sequence is REPAGLGSM. The MHC is HLA-B18:01 with pseudo-sequence HLA-B18:01. The binding affinity (normalized) is 0.168.